Predict which catalyst facilitates the given reaction. From a dataset of Catalyst prediction with 721,799 reactions and 888 catalyst types from USPTO. (1) The catalyst class is: 10. Product: [CH3:11][CH:12]1[NH:13][CH:14]([CH3:18])[CH2:15][N:16]([C:2]2[CH:7]=[CH:6][C:5]([N+:8]([O-:10])=[O:9])=[CH:4][CH:3]=2)[CH2:17]1. Reactant: F[C:2]1[CH:7]=[CH:6][C:5]([N+:8]([O-:10])=[O:9])=[CH:4][CH:3]=1.[CH3:11][CH:12]1[CH2:17][NH:16][CH2:15][CH:14]([CH3:18])[NH:13]1. (2) Reactant: [C:1]1([C@H:7]([OH:9])[CH3:8])[CH:6]=[CH:5][CH:4]=[CH:3][CH:2]=1.N1C=CC=CC=1.CC1CCCO1.Cl[C:23]([O:25][C:26]1[CH:31]=[CH:30][C:29]([N+:32]([O-:34])=[O:33])=[CH:28][CH:27]=1)=[O:24].Cl. Product: [C:1]1([C@H:7]([O:9][C:23](=[O:24])[O:25][C:26]2[CH:27]=[CH:28][C:29]([N+:32]([O-:34])=[O:33])=[CH:30][CH:31]=2)[CH3:8])[CH:6]=[CH:5][CH:4]=[CH:3][CH:2]=1. The catalyst class is: 6. (3) Reactant: [H-].[Na+].[F:3][C:4]([F:15])([F:14])[C:5]1[C:13]2[CH2:12][CH2:11][CH2:10][CH2:9][C:8]=2[NH:7][N:6]=1.Br[CH2:17][C:18]([O:20][C:21]([CH3:24])([CH3:23])[CH3:22])=[O:19].O. Product: [C:21]([O:20][C:18](=[O:19])[CH2:17][N:7]1[C:8]2[CH2:9][CH2:10][CH2:11][CH2:12][C:13]=2[C:5]([C:4]([F:3])([F:14])[F:15])=[N:6]1)([CH3:24])([CH3:23])[CH3:22]. The catalyst class is: 3. (4) Reactant: [CH3:1][N:2]1[C:7](=[O:8])[CH:6]=[C:5]([C:9]2[CH:28]=[CH:27][C:12]([CH2:13][N:14]3[CH2:19][CH2:18][N:17](C(OC(C)(C)C)=O)[CH2:16][CH2:15]3)=[CH:11][CH:10]=2)[C:4]([C:29]2[CH:34]=[CH:33][CH:32]=[CH:31][C:30]=2[O:35][C:36]2[CH:41]=[CH:40][CH:39]=[CH:38][CH:37]=2)=[N:3]1.FC(F)(F)C(O)=O. Product: [CH3:1][N:2]1[C:7](=[O:8])[CH:6]=[C:5]([C:9]2[CH:10]=[CH:11][C:12]([CH2:13][N:14]3[CH2:15][CH2:16][NH:17][CH2:18][CH2:19]3)=[CH:27][CH:28]=2)[C:4]([C:29]2[CH:34]=[CH:33][CH:32]=[CH:31][C:30]=2[O:35][C:36]2[CH:41]=[CH:40][CH:39]=[CH:38][CH:37]=2)=[N:3]1. The catalyst class is: 4. (5) Reactant: [Cl:1][C:2]1[CH:3]=[C:4]([S:9]([N:12]2[CH2:17][CH:16]([CH3:18])[NH:15][CH2:14][CH:13]2[CH3:19])(=[O:11])=[O:10])[CH:5]=[CH:6][C:7]=1[Cl:8].Cl[C:21]1[C:26]([Cl:27])=[CH:25][CH:24]=[CH:23][N:22]=1.C(N(C(C)C)CC)(C)C.CN(C=O)C. Product: [Cl:27][C:26]1[C:21]([N:15]2[CH2:14][CH:13]([CH3:19])[N:12]([S:9]([C:4]3[CH:5]=[CH:6][C:7]([Cl:8])=[C:2]([Cl:1])[CH:3]=3)(=[O:11])=[O:10])[CH2:17][CH:16]2[CH3:18])=[N:22][CH:23]=[CH:24][CH:25]=1. The catalyst class is: 13. (6) Reactant: [CH3:1][O:2][C:3]1[CH:10]=[CH:9][C:6]([NH:7][CH3:8])=[CH:5][CH:4]=1.F[C:12]1[CH:19]=[CH:18][C:15]([C:16]#[N:17])=[CH:14][CH:13]=1. Product: [NH2:17][CH2:16][C:15]1[CH:18]=[CH:19][C:12]([N:7]([C:6]2[CH:9]=[CH:10][C:3]([O:2][CH3:1])=[CH:4][CH:5]=2)[CH3:8])=[CH:13][CH:14]=1. The catalyst class is: 181.